This data is from Reaction yield outcomes from USPTO patents with 853,638 reactions. The task is: Predict the reaction yield, written as a fraction of the theoretical maximum amount of product (1.0 means a 100% yield; for example, 0.34 means a 34% yield). (1) The reactants are C(Cl)CCl.[CH3:5][C:6]1[CH:12]=[CH:11][C:9]([NH2:10])=[CH:8][C:7]=1[B:13]1[O:17][C:16]([CH3:19])([CH3:18])[C:15]([CH3:21])([CH3:20])[O:14]1.[C:22]([C:24]([C:27]1[CH:28]=[C:29]([CH:33]=[CH:34][N:35]=1)[C:30](O)=[O:31])([CH3:26])[CH3:25])#[N:23].C1C=NC2N(O)N=NC=2C=1. The catalyst is CN(C=O)C.O. The product is [C:22]([C:24]([C:27]1[CH:28]=[C:29]([CH:33]=[CH:34][N:35]=1)[C:30]([NH:10][C:9]1[CH:11]=[CH:12][C:6]([CH3:5])=[C:7]([B:13]2[O:14][C:15]([CH3:21])([CH3:20])[C:16]([CH3:19])([CH3:18])[O:17]2)[CH:8]=1)=[O:31])([CH3:26])[CH3:25])#[N:23]. The yield is 0.970. (2) The reactants are C(O[C:4](=[O:21])[C:5](=[CH:11][NH:12][C:13]1[CH:14]=[N:15][C:16]([O:19][CH3:20])=[CH:17][CH:18]=1)[C:6]([O:8][CH2:9][CH3:10])=[O:7])C. The catalyst is C1C=CC(C2C=CC=CC=2)=CC=1.C1C=CC(OC2C=CC=CC=2)=CC=1. The product is [CH2:9]([O:8][C:6]([C:5]1[C:4](=[O:21])[C:14]2[C:13](=[CH:18][CH:17]=[C:16]([O:19][CH3:20])[N:15]=2)[NH:12][CH:11]=1)=[O:7])[CH3:10]. The yield is 0.730.